From a dataset of Forward reaction prediction with 1.9M reactions from USPTO patents (1976-2016). Predict the product of the given reaction. (1) Given the reactants Cl.Cl.[NH2:3][CH2:4][CH:5]1[CH2:8][N:7]([C:9]2[C:19]([C:20]#[N:21])=[CH:18][C:12]([C:13]([O:15][CH2:16][CH3:17])=[O:14])=[C:11]([CH3:22])[N:10]=2)[CH2:6]1.[C:23]1([N:29]=[C:30]=[O:31])[CH:28]=[CH:27][CH:26]=[CH:25][CH:24]=1.CCN(C(C)C)C(C)C, predict the reaction product. The product is: [NH:29]([C:30]([NH:3][CH2:4][CH:5]1[CH2:8][N:7]([C:9]2[C:19]([C:20]#[N:21])=[CH:18][C:12]([C:13]([O:15][CH2:16][CH3:17])=[O:14])=[C:11]([CH3:22])[N:10]=2)[CH2:6]1)=[O:31])[C:23]1[CH:28]=[CH:27][CH:26]=[CH:25][CH:24]=1. (2) Given the reactants [NH2:1][C:2]1[N:10]=[CH:9][N:8]=[C:7]2[C:3]=1[N:4]=[CH:5][N:6]2[C@H:11]1[C@H:15]([OH:16])[CH2:14][C@@H:13]([CH2:17][NH:18][CH:19]([CH3:21])[CH3:20])[O:12]1.[C:22]([C:26]1[CH:31]=[CH:30][C:29]([NH:32][C:33]([NH:35][CH2:36][CH2:37][CH:38]=O)=[O:34])=[CH:28][CH:27]=1)([CH3:25])([CH3:24])[CH3:23].[BH-](OC(C)=O)(OC(C)=O)OC(C)=O.[Na+].C([O-])(O)=O.[Na+], predict the reaction product. The product is: [NH3:1].[OH2:12].[NH2:1][C:2]1[N:10]=[CH:9][N:8]=[C:7]2[C:3]=1[N:4]=[CH:5][N:6]2[C@@H:11]1[O:12][C@H:13]([CH2:17][N:18]([CH:19]([CH3:21])[CH3:20])[CH2:38][CH2:37][CH2:36][NH:35][C:33]([NH:32][C:29]2[CH:28]=[CH:27][C:26]([C:22]([CH3:23])([CH3:25])[CH3:24])=[CH:31][CH:30]=2)=[O:34])[CH2:14][C@H:15]1[OH:16]. (3) Given the reactants [OH:1][C:2]1[CH:7]=[CH:6][C:5]([N+:8]([O-:10])=[O:9])=[CH:4][C:3]=1[OH:11].C(=O)([O-])[O-].[K+].[K+].[CH3:18][O:19][CH2:20]Cl.[CH2:22]([CH:24]1[O:26][CH2:25]1)Br, predict the reaction product. The product is: [CH3:18][O:19][CH2:20][O:1][C:2]1[CH:7]=[CH:6][C:5]([N+:8]([O-:10])=[O:9])=[CH:4][C:3]=1[O:11][CH2:22][CH:24]1[CH2:25][O:26]1. (4) Given the reactants [Br:1][C:2]1[CH:10]=[CH:9][C:5]([C:6]([OH:8])=O)=[C:4]([F:11])[C:3]=1[O:12][C:13]([F:16])([F:15])[F:14].[NH2:17][C:18]1[CH:19]=[CH:20][C:21]([N:24]2[CH2:29][CH2:28][N:27]([C:30]([O:32][C:33]([CH3:36])([CH3:35])[CH3:34])=[O:31])[CH2:26][C@H:25]2[CH3:37])=[N:22][CH:23]=1.CN(C(ON1N=NC2C=CC=NC1=2)=[N+](C)C)C.F[P-](F)(F)(F)(F)F.CCN(C(C)C)C(C)C, predict the reaction product. The product is: [Br:1][C:2]1[CH:10]=[CH:9][C:5]([C:6]([NH:17][C:18]2[CH:19]=[CH:20][C:21]([N:24]3[CH2:29][CH2:28][N:27]([C:30]([O:32][C:33]([CH3:36])([CH3:35])[CH3:34])=[O:31])[CH2:26][C@H:25]3[CH3:37])=[N:22][CH:23]=2)=[O:8])=[C:4]([F:11])[C:3]=1[O:12][C:13]([F:16])([F:15])[F:14]. (5) Given the reactants [F:1][C:2]1[C:11]([N:12]2[CH2:17][CH2:16][C:15](=O)[CH2:14][CH2:13]2)=[C:10]2[C:5]([CH:6]=[CH:7][CH:8]=[N:9]2)=[CH:4][CH:3]=1.[CH3:19][O:20][C:21]1[CH:22]=[C:23]2[C:28](=[C:29]([N:31]3[CH2:36][CH2:35][NH:34][CH2:33][CH2:32]3)[CH:30]=1)[N:27]=[CH:26][CH:25]=[CH:24]2.C([BH3-])#N.[Na+], predict the reaction product. The product is: [F:1][C:2]1[C:11]([N:12]2[CH2:17][CH2:16][CH:15]([N:34]3[CH2:35][CH2:36][N:31]([C:29]4[CH:30]=[C:21]([O:20][CH3:19])[CH:22]=[C:23]5[C:28]=4[N:27]=[CH:26][CH:25]=[CH:24]5)[CH2:32][CH2:33]3)[CH2:14][CH2:13]2)=[C:10]2[C:5]([CH:6]=[CH:7][CH:8]=[N:9]2)=[CH:4][CH:3]=1. (6) The product is: [Cl:20][C:17]1[CH:18]=[CH:19][C:14]([C:12]2[CH:13]=[C:8]([NH2:7])[CH:9]=[N:10][C:11]=2[O:21][CH:22]2[CH2:25][CH2:24][CH2:23]2)=[CH:15][CH:16]=1. Given the reactants C(OC(=O)[NH:7][C:8]1[CH:9]=[N:10][C:11]([O:21][CH:22]2[CH2:25][CH2:24][CH2:23]2)=[C:12]([C:14]2[CH:19]=[CH:18][C:17]([Cl:20])=[CH:16][CH:15]=2)[CH:13]=1)(C)(C)C.O1CCOCC1, predict the reaction product. (7) Given the reactants S(Cl)(Cl)=O.[OH:5][C:6]1[CH:11]=[CH:10][C:9]([CH2:12][CH2:13][C:14]([OH:16])=[O:15])=[CH:8][C:7]=1[N+:17]([O-:19])=[O:18].[CH3:20]O, predict the reaction product. The product is: [OH:5][C:6]1[CH:11]=[CH:10][C:9]([CH2:12][CH2:13][C:14]([O:16][CH3:20])=[O:15])=[CH:8][C:7]=1[N+:17]([O-:19])=[O:18]. (8) Given the reactants [N+:1]([C:4]1[CH:9]=[CH:8][C:7]([CH2:10][CH2:11][N:12]([CH2:30][CH2:31][O:32][C:33]2[CH:38]=[CH:37][C:36]([N+:39]([O-])=O)=[CH:35][CH:34]=2)[CH2:13][CH2:14][CH2:15][CH2:16][CH2:17][CH2:18][N:19]2[C:27](=[O:28])[C:26]3[C:21](=[CH:22][CH:23]=[CH:24][CH:25]=3)[C:20]2=[O:29])=[CH:6][CH:5]=1)([O-])=O, predict the reaction product. The product is: [NH2:1][C:4]1[CH:9]=[CH:8][C:7]([CH2:10][CH2:11][N:12]([CH2:30][CH2:31][O:32][C:33]2[CH:34]=[CH:35][C:36]([NH2:39])=[CH:37][CH:38]=2)[CH2:13][CH2:14][CH2:15][CH2:16][CH2:17][CH2:18][N:19]2[C:27](=[O:28])[C:26]3[C:21](=[CH:22][CH:23]=[CH:24][CH:25]=3)[C:20]2=[O:29])=[CH:6][CH:5]=1.